From a dataset of Peptide-MHC class I binding affinity with 185,985 pairs from IEDB/IMGT. Regression. Given a peptide amino acid sequence and an MHC pseudo amino acid sequence, predict their binding affinity value. This is MHC class I binding data. (1) The peptide sequence is ATSTGNYNYK. The MHC is HLA-A11:01 with pseudo-sequence HLA-A11:01. The binding affinity (normalized) is 0.970. (2) The peptide sequence is FEEVMRGKFG. The MHC is HLA-B40:01 with pseudo-sequence HLA-B40:01. The binding affinity (normalized) is 0.334. (3) The peptide sequence is LVKMINHLK. The MHC is HLA-B53:01 with pseudo-sequence HLA-B53:01. The binding affinity (normalized) is 0.0202. (4) The peptide sequence is EGGVGWRHW. The binding affinity (normalized) is 0. The MHC is HLA-A26:01 with pseudo-sequence HLA-A26:01. (5) The peptide sequence is PELGAFFAI. The MHC is HLA-A02:19 with pseudo-sequence HLA-A02:19. The binding affinity (normalized) is 0.0847. (6) The peptide sequence is EGIEGRIAY. The MHC is HLA-A11:01 with pseudo-sequence HLA-A11:01. The binding affinity (normalized) is 0.0847. (7) The peptide sequence is SERFINYAI. The MHC is HLA-B45:06 with pseudo-sequence HLA-B45:06. The binding affinity (normalized) is 0.213. (8) The peptide sequence is ELYENKPDV. The MHC is HLA-A80:01 with pseudo-sequence HLA-A80:01. The binding affinity (normalized) is 0.0847. (9) The peptide sequence is YRPLEACYN. The MHC is Mamu-B03 with pseudo-sequence Mamu-B03. The binding affinity (normalized) is 0. (10) The peptide sequence is RLASNAICSA. The MHC is HLA-A02:03 with pseudo-sequence HLA-A02:03. The binding affinity (normalized) is 0.546.